Dataset: Forward reaction prediction with 1.9M reactions from USPTO patents (1976-2016). Task: Predict the product of the given reaction. Given the reactants CS(OC(C1C=NC(NC(C2(C3C=CC4OCOC=4C=3)CC2)=O)=CC=1)C1C=CC=C[C:8]=1[O:13][CH3:14])(=O)=O.N1CCC[CH2:38][CH2:37]1.[O:42]1[C:46]2[CH:47]=[CH:48][C:49]([C:51]3([C:54]([NH:56][C:57]4[CH:62]=[CH:61][C:60]([CH:63]([N:72]([CH3:74])[CH3:73])[C:64]5[CH:69]=[CH:68][CH:67]=[CH:66][C:65]=5[O:70][CH3:71])=[CH:59][N:58]=4)=[O:55])[CH2:53][CH2:52]3)=[CH:50][C:45]=2[O:44][CH2:43]1, predict the reaction product. The product is: [O:42]1[C:46]2[CH:47]=[CH:48][C:49]([C:51]3([C:54]([NH:56][C:57]4[CH:62]=[CH:61][C:60]([CH:63]([N:72]5[CH2:73][CH2:38][CH2:37][C@H:74]5[CH2:8][O:13][CH3:14])[C:64]5[CH:69]=[CH:68][CH:67]=[CH:66][C:65]=5[O:70][CH3:71])=[CH:59][N:58]=4)=[O:55])[CH2:53][CH2:52]3)=[CH:50][C:45]=2[O:44][CH2:43]1.